Task: Predict the product of the given reaction.. Dataset: Forward reaction prediction with 1.9M reactions from USPTO patents (1976-2016) (1) Given the reactants [O:1]1[CH:5]=[CH:4][CH:3]=[CH:2]1.C([Li])CCC.[CH2:11]([O:18][C:19]1[CH:26]=[C:25]([CH3:27])[C:22](C=O)=[C:21]([CH3:28])[CH:20]=1)[C:12]1[CH:17]=[CH:16][CH:15]=[CH:14][CH:13]=1.[Cl-].[NH4+].[O:31]1CCC[CH2:32]1, predict the reaction product. The product is: [CH2:11]([O:18][C:19]1[CH:26]=[C:25]([CH3:27])[C:22]([C:3]2[CH:4]=[CH:5][O:1][C:2]=2[CH2:32][OH:31])=[C:21]([CH3:28])[CH:20]=1)[C:12]1[CH:17]=[CH:16][CH:15]=[CH:14][CH:13]=1. (2) Given the reactants [Cl:1][CH2:2][CH2:3][CH2:4][S:5]([O:8][CH2:9][C:10]([CH3:27])([CH3:26])[C@@H:11]([O:18][Si:19]([CH3:25])([CH3:24])[C:20]([CH3:23])([CH3:22])[CH3:21])/[CH:12]=C/C(OC)=O)(=[O:7])=[O:6].O=O.[O:30]=[O+][O-].CSC, predict the reaction product. The product is: [Cl:1][CH2:2][CH2:3][CH2:4][S:5]([O:8][CH2:9][C:10]([CH3:26])([CH3:27])[C@@H:11]([O:18][Si:19]([CH3:25])([CH3:24])[C:20]([CH3:22])([CH3:21])[CH3:23])[CH:12]=[O:30])(=[O:6])=[O:7]. (3) Given the reactants [Br:1][C:2]1[CH:7]=[CH:6][C:5]([O:8][CH3:9])=[CH:4][C:3]=1[S:10](Cl)(=[O:12])=[O:11].[C:14]([NH2:18])([CH3:17])([CH3:16])[CH3:15].C(N(CC)CC)C, predict the reaction product. The product is: [Br:1][C:2]1[CH:7]=[CH:6][C:5]([O:8][CH3:9])=[CH:4][C:3]=1[S:10]([NH:18][C:14]([CH3:17])([CH3:16])[CH3:15])(=[O:12])=[O:11]. (4) Given the reactants [C:1]([O:5][C:6](=[O:15])[CH:7]([O:11][C:12](=[O:14])[CH3:13])[C:8]([CH3:10])=[O:9])([CH3:4])([CH3:3])[CH3:2].[H-].[Na+].[CH2:18](Br)[CH3:19], predict the reaction product. The product is: [C:1]([O:5][C:6](=[O:15])[C:7]([O:11][C:12](=[O:14])[CH3:13])([C:8](=[O:9])[CH3:10])[CH2:18][CH3:19])([CH3:2])([CH3:3])[CH3:4]. (5) Given the reactants [CH3:1][CH2:2][CH2:3][C:4]1[C:5]2[N:14]=[C:13]([C:15]3[CH:16]=[C:17]([S:24]([N:27]4[CH2:32][CH2:31][N:30]([CH3:33])[CH2:29][CH2:28]4)(=[O:26])=[O:25])[CH:18]=[CH:19][C:20]=3[O:21][CH2:22][CH3:23])[NH:12][C:10](=[O:11])[C:6]=2[N:7]([CH3:9])[N:8]=1.C(C(O)(C(O)=O)CC(O)=O)C(O)=O.C(O)[C@@H](O)C(O)[C@@H](O)CO.O=C1O[C@H]([C@H](CO)O)C(O)=C1O.C([O-])(=O)CCCCCCCCCCCCCCCCC.[Mg+2].C([O-])(=O)CCCCCCCCCCCCCCCCC, predict the reaction product. The product is: [CH3:1][CH2:2][CH2:3][C:4]1[C:5]2[N:14]=[C:13]([C:15]3[CH:16]=[C:17]([S:24]([N:27]4[CH2:32][CH2:31][N:30]([CH3:33])[CH2:29][CH2:28]4)(=[O:25])=[O:26])[CH:18]=[CH:19][C:20]=3[O:21][CH2:22][CH3:23])[NH:12][C:10](=[O:11])[C:6]=2[N:7]([CH3:9])[N:8]=1. (6) The product is: [C:6]([C:10]1[O:14][N:13]=[C:12]([NH:15][C:3](=[O:4])[CH2:2][Cl:1])[CH:11]=1)([CH3:9])([CH3:8])[CH3:7]. Given the reactants [Cl:1][CH2:2][C:3](Cl)=[O:4].[C:6]([C:10]1[O:14][N:13]=[C:12]([NH2:15])[CH:11]=1)([CH3:9])([CH3:8])[CH3:7].N1C=CC=CC=1, predict the reaction product. (7) Given the reactants [Cl:1][C:2]1[C:7]([C:8](Cl)=[O:9])=[C:6]([Cl:11])[N:5]=[CH:4][N:3]=1.[NH3:12], predict the reaction product. The product is: [Cl:1][C:2]1[C:7]([C:8]([NH2:12])=[O:9])=[C:6]([Cl:11])[N:5]=[CH:4][N:3]=1. (8) Given the reactants [H-].[Na+].[CH3:3][C:4]1([CH3:16])[O:9][CH2:8][C:7]([C:11]2[S:12][CH:13]=[CH:14][N:15]=2)([OH:10])[CH2:6][O:5]1.Cl[CH2:18][C:19]1[CH:24]=[CH:23][C:22]([O:25][CH3:26])=[CH:21][CH:20]=1, predict the reaction product. The product is: [CH3:26][O:25][C:22]1[CH:23]=[CH:24][C:19]([CH2:18][O:10][C:7]2([C:11]3[S:12][CH:13]=[CH:14][N:15]=3)[CH2:8][O:9][C:4]([CH3:16])([CH3:3])[O:5][CH2:6]2)=[CH:20][CH:21]=1. (9) Given the reactants [CH2:1]([NH:3][C:4]([C:6]1[CH:11]=[CH:10][C:9]([N:12]2[C:16]([CH2:17][O:18][C:19]3[CH:24]=[CH:23][CH:22]=[C:21]([F:25])[CH:20]=3)=[C:15]([C:26]([NH:28][CH2:29][CH2:30][OH:31])=[O:27])[N:14]=[N:13]2)=[CH:8][CH:7]=1)=[O:5])[CH3:2].[O:32]1[C:36](=[O:37])[CH2:35][CH2:34][C:33]1=[O:38], predict the reaction product. The product is: [CH2:1]([NH:3][C:4]([C:6]1[CH:7]=[CH:8][C:9]([N:12]2[C:16]([CH2:17][O:18][C:19]3[CH:24]=[CH:23][CH:22]=[C:21]([F:25])[CH:20]=3)=[C:15]([C:26]([NH:28][CH2:29][CH2:30][O:31][C:36](=[O:37])[CH2:35][CH2:34][C:33]([OH:38])=[O:32])=[O:27])[N:14]=[N:13]2)=[CH:10][CH:11]=1)=[O:5])[CH3:2]. (10) Given the reactants C([N:8]1[CH2:16][CH:15]2[CH:10]([CH2:11][CH2:12][CH2:13][CH2:14]2)[C:9]1([CH3:21])[C:17]([O:19][CH3:20])=[O:18])(OC(C)(C)C)=O.[ClH:22], predict the reaction product. The product is: [ClH:22].[CH3:21][C:9]1([C:17]([O:19][CH3:20])=[O:18])[CH:10]2[CH:15]([CH2:14][CH2:13][CH2:12][CH2:11]2)[CH2:16][NH:8]1.